Dataset: Forward reaction prediction with 1.9M reactions from USPTO patents (1976-2016). Task: Predict the product of the given reaction. (1) Given the reactants C[O:2][C:3]([C:5]1[CH:14]=[C:13]([O:15][CH2:16][C:17](=[O:31])[NH:18][C:19]2[CH:24]=[CH:23][CH:22]=[C:21]([CH2:25][C:26]([O:28]CC)=[O:27])[CH:20]=2)[C:12]2[C:7](=[CH:8][C:9]([Cl:33])=[CH:10][C:11]=2[Cl:32])[CH:6]=1)=[O:4].[Li+].[OH-], predict the reaction product. The product is: [C:26]([CH2:25][C:21]1[CH:20]=[C:19]([NH:18][C:17]([CH2:16][O:15][C:13]2[C:12]3[C:7](=[CH:8][C:9]([Cl:33])=[CH:10][C:11]=3[Cl:32])[CH:6]=[C:5]([C:3]([OH:4])=[O:2])[CH:14]=2)=[O:31])[CH:24]=[CH:23][CH:22]=1)([OH:28])=[O:27]. (2) Given the reactants [Li+].[OH-].[NH2:3][C:4]1[C:5]([C:11]([O:13]CC)=[O:12])=[N:6][C:7]([Cl:10])=[N:8][CH:9]=1.Cl, predict the reaction product. The product is: [NH2:3][C:4]1[C:5]([C:11]([OH:13])=[O:12])=[N:6][C:7]([Cl:10])=[N:8][CH:9]=1. (3) The product is: [F:30][C:23]([F:31])([C:24]1[CH:29]=[CH:28][CH:27]=[CH:26][N:25]=1)[CH2:22][NH:6][CH:5]1[C:40](=[O:41])[CH:39]=[C:38]([CH3:42])[N:37]([CH2:43][C:44]([O:46][C:47]([CH3:50])([CH3:49])[CH3:48])=[O:45])[C:36]1=[O:51]. Given the reactants C([C:5]1C=C(C)C=C(C(C)(C)C)[N:6]=1)(C)(C)C.FC(F)(F)S(O[CH2:22][C:23]([F:31])([F:30])[C:24]1[CH:29]=[CH:28][CH:27]=[CH:26][N:25]=1)(=O)=O.NN1[C:40](=[O:41])[CH:39]=[C:38]([CH3:42])[N:37]([CH2:43][C:44]([O:46][C:47]([CH3:50])([CH3:49])[CH3:48])=[O:45])[C:36]1=[O:51], predict the reaction product. (4) Given the reactants O[CH2:2][C@H:3]1[CH2:7][CH2:6][CH2:5][NH:4]1.S(O[CH2:13][CH2:14][C:15]1[CH:20]=[CH:19][C:18]2[O:21][CH2:22][O:23][C:17]=2[CH:16]=1)(=O)(=O)C.C(=O)([O-])[O-].[Na+].[Na+].[I-].[Na+].C(N(C(C)C)CC)(C)C.CS([Cl:45])(=O)=O.C(=O)([O-])O.[Na+], predict the reaction product. The product is: [Cl:45][C@@H:6]1[CH2:7][CH2:2][CH2:3][N:4]([CH2:13][CH2:14][C:15]2[CH:20]=[CH:19][C:18]3[O:21][CH2:22][O:23][C:17]=3[CH:16]=2)[CH2:5]1.